From a dataset of Forward reaction prediction with 1.9M reactions from USPTO patents (1976-2016). Predict the product of the given reaction. (1) Given the reactants [F:1][C:2]1[CH:3]=[C:4]([NH:9][C:10]([C:12]2[CH:13]=[C:14]([S:19](Cl)(=[O:21])=[O:20])[CH:15]=[CH:16][C:17]=2[F:18])=[O:11])[CH:5]=[CH:6][C:7]=1[F:8].[NH3:23], predict the reaction product. The product is: [F:1][C:2]1[CH:3]=[C:4]([NH:9][C:10](=[O:11])[C:12]2[CH:13]=[C:14]([S:19](=[O:21])(=[O:20])[NH2:23])[CH:15]=[CH:16][C:17]=2[F:18])[CH:5]=[CH:6][C:7]=1[F:8]. (2) Given the reactants [CH:1]([C:3]1[CH:12]=[CH:11][C:6]([C:7]([O:9][CH3:10])=[O:8])=[CH:5][CH:4]=1)=O.[OH:13]/[C:14](=[CH:20]\[C:21](=[O:28])[C:22]1[CH:23]=[N:24][CH:25]=[CH:26][CH:27]=1)/[C:15]([O:17]CC)=O.[CH3:29][C:30]1[CH:38]=[C:37]2[C:33]([C:34]([CH2:39][CH2:40][NH2:41])=[CH:35][NH:36]2)=[CH:32][CH:31]=1, predict the reaction product. The product is: [OH:13][C:14]1[C:15](=[O:17])[N:41]([CH2:40][CH2:39][C:34]2[C:33]3[C:37](=[CH:38][C:30]([CH3:29])=[CH:31][CH:32]=3)[NH:36][CH:35]=2)[CH:1]([C:3]2[CH:12]=[CH:11][C:6]([C:7]([O:9][CH3:10])=[O:8])=[CH:5][CH:4]=2)[C:20]=1[C:21](=[O:28])[C:22]1[CH:27]=[CH:26][CH:25]=[N:24][CH:23]=1.